From a dataset of Reaction yield outcomes from USPTO patents with 853,638 reactions. Predict the reaction yield, written as a fraction of the theoretical maximum amount of product (1.0 means a 100% yield; for example, 0.34 means a 34% yield). (1) The reactants are CS(Cl)(=O)=O.O[CH2:7][CH:8]1[CH2:13][CH2:12][N:11]([C:14]([O:16][CH:17]([CH3:19])[CH3:18])=[O:15])[CH2:10][CH2:9]1.C(N(CC)CC)C.[Br:27][C:28]1[CH:33]=[CH:32][C:31]([SH:34])=[CH:30][CH:29]=1.C([O-])([O-])=O.[K+].[K+]. The catalyst is CN(C=O)C.O. The product is [Br:27][C:28]1[CH:33]=[CH:32][C:31]([S:34][CH2:7][CH:8]2[CH2:13][CH2:12][N:11]([C:14]([O:16][CH:17]([CH3:19])[CH3:18])=[O:15])[CH2:10][CH2:9]2)=[CH:30][CH:29]=1. The yield is 0.260. (2) The reactants are Br[C:2]1[C:10]2[CH2:9][CH2:8][N:7]([C:11]3[CH:16]=[CH:15][C:14]([N:17]4[CH2:22][CH2:21][CH2:20][CH2:19][C:18]4=[O:23])=[CH:13][CH:12]=3)[C:6](=[O:24])[C:5]=2[N:4]([C:25]2[CH:30]=[CH:29][C:28]([O:31][CH3:32])=[CH:27][CH:26]=2)[N:3]=1.CNC.CC(C)([O-])C.[Na+].C1(P(C2CCCCC2)C2C=CC=CC=2C2C=CC=CC=2N(C)C)CCCCC1. The catalyst is C1(C)C=CC=CC=1.O1CCOCC1. The product is [CH3:32][O:31][C:28]1[CH:27]=[CH:26][C:25]([N:4]2[C:5]3[C:6](=[O:24])[N:7]([C:11]4[CH:16]=[CH:15][C:14]([N:17]5[CH2:22][CH2:21][CH2:20][CH2:19][C:18]5=[O:23])=[CH:13][CH:12]=4)[CH2:8][CH2:9][C:10]=3[CH:2]=[N:3]2)=[CH:30][CH:29]=1. The yield is 0.180. (3) The reactants are [F:1][C:2]1[CH:3]=[N:4][C:5]([NH:11][CH:12]2[CH2:17][CH2:16][N:15]([CH3:18])[CH2:14][CH2:13]2)=[C:6]([CH:10]=1)[C:7]([OH:9])=O.C(N(CC)CC)C.[C:26]([O:30][C:31](=[O:40])[NH:32][CH:33]1[CH2:38][CH2:37][CH:36]([NH2:39])[CH2:35][CH2:34]1)([CH3:29])([CH3:28])[CH3:27]. The catalyst is C(#N)C. The product is [F:1][C:2]1[CH:10]=[C:6]([C:7]([NH:39][C@@H:36]2[CH2:37][CH2:38][C@H:33]([NH:32][C:31](=[O:40])[O:30][C:26]([CH3:28])([CH3:27])[CH3:29])[CH2:34][CH2:35]2)=[O:9])[C:5]([NH:11][CH:12]2[CH2:17][CH2:16][N:15]([CH3:18])[CH2:14][CH2:13]2)=[N:4][CH:3]=1. The yield is 0.300. (4) The catalyst is CN(C=O)C.C(Cl)Cl. The yield is 0.700. The reactants are [CH3:1][O:2][C:3]1[CH:8]=[CH:7][C:6]([C:9]2[C:10](=[O:23])[N:11]([CH2:19][C:20](Cl)=[O:21])[C:12]3([CH2:18][CH2:17][CH2:16][CH2:15][CH2:14]3)[N:13]=2)=[CH:5][CH:4]=1.COC1C=CC(C2C(=O)N(CC(O)=O)C3(CCCCC3)N=2)=CC=1.C(Cl)(=O)C(Cl)=O.[F:53][C:54]1[CH:55]=[C:56]([CH:58]=[C:59]([F:61])[CH:60]=1)[NH2:57].C(N(CC)CC)C. The product is [F:53][C:54]1[CH:55]=[C:56]([NH:57][C:20](=[O:21])[CH2:19][N:11]2[C:12]3([CH2:18][CH2:17][CH2:16][CH2:15][CH2:14]3)[N:13]=[C:9]([C:6]3[CH:7]=[CH:8][C:3]([O:2][CH3:1])=[CH:4][CH:5]=3)[C:10]2=[O:23])[CH:58]=[C:59]([F:61])[CH:60]=1. (5) The reactants are [OH-].[Na+].[C:3]([O:10][CH3:11])(=[O:9])[CH2:4][C:5]([O:7][CH3:8])=[O:6].[N:12]([O-])=[O:13].[Na+]. The catalyst is O.C(O)(=O)C. The product is [OH:13][N:12]=[C:4]([C:3]([O:10][CH3:11])=[O:9])[C:5]([O:7][CH3:8])=[O:6]. The yield is 0.950. (6) The reactants are [CH2:1]([O:3][C:4](=[O:19])[CH2:5][O:6][C:7]1[CH:12]=[C:11]([CH3:13])[C:10]([O:14][CH3:15])=[CH:9][C:8]=1[CH:16]([CH3:18])[CH3:17])[CH3:2].[H-].[Na+].[CH:22]([O:24][CH2:25]C)=O.IC. The catalyst is COCCOC. The product is [CH2:1]([O:3][C:4](=[O:19])[C:5]([O:6][C:7]1[CH:12]=[C:11]([CH3:13])[C:10]([O:14][CH3:15])=[CH:9][C:8]=1[CH:16]([CH3:18])[CH3:17])=[CH:22][O:24][CH3:25])[CH3:2]. The yield is 0.230. (7) The reactants are [Cl:1][C:2]1[C:11]2[NH:10][C:9](=[O:12])[C:8]3[S:13][CH:14]=[CH:15][C:7]=3[C:6]=2[C:5]([C:16]2[CH:30]=[CH:29][C:19]([CH2:20][NH:21]C(=O)OC(C)(C)C)=[CH:18][CH:17]=2)=[C:4]([O:31]C)[CH:3]=1.BrB(Br)Br. No catalyst specified. The product is [ClH:1].[NH2:21][CH2:20][C:19]1[CH:18]=[CH:17][C:16]([C:5]2[C:6]3[C:7]4[CH:15]=[CH:14][S:13][C:8]=4[C:9](=[O:12])[NH:10][C:11]=3[C:2]([Cl:1])=[CH:3][C:4]=2[OH:31])=[CH:30][CH:29]=1. The yield is 0.800.